From a dataset of Forward reaction prediction with 1.9M reactions from USPTO patents (1976-2016). Predict the product of the given reaction. (1) The product is: [N+:8]([C:11]1[CH:12]=[C:13]([O:21][C:2]2[CH:7]=[CH:6][CH:5]=[CH:4][N:3]=2)[CH:14]=[C:15]2[C:20]=1[N:19]=[CH:18][CH:17]=[CH:16]2)([O-:10])=[O:9]. Given the reactants Br[C:2]1[CH:7]=[CH:6][CH:5]=[CH:4][N:3]=1.[N+:8]([C:11]1[CH:12]=[C:13]([OH:21])[CH:14]=[C:15]2[C:20]=1[N:19]=[CH:18][CH:17]=[CH:16]2)([O-:10])=[O:9].CC(C)(C(=O)CC(=O)C(C)(C)C)C.C(=O)([O-])[O-].[Cs+].[Cs+], predict the reaction product. (2) Given the reactants [CH3:1][C:2]1[CH:7]=[CH:6][CH:5]=[CH:4][N+:3]=1[O-].CC[O:11][C:12]([CH3:14])=[O:13], predict the reaction product. The product is: [C:12]([O:13][CH2:1][C:2]1[CH:7]=[CH:6][CH:5]=[CH:4][N:3]=1)(=[O:11])[CH3:14].